From a dataset of Forward reaction prediction with 1.9M reactions from USPTO patents (1976-2016). Predict the product of the given reaction. Given the reactants [Cl:1][C:2]1[CH:10]=[CH:9][CH:8]=[C:7]2[C:3]=1[C:4]([C:11]([NH:13][CH2:14][CH:15]1[CH2:20][CH2:19][C:18]([F:22])([F:21])[CH2:17][CH2:16]1)=[O:12])=[CH:5][NH:6]2.O[CH2:24][C@@H:25]1[CH2:29][CH2:28][CH2:27][N:26]1C(OC(C)(C)C)=O.C(O)(C(F)(F)F)=O, predict the reaction product. The product is: [Cl:1][C:2]1[CH:10]=[CH:9][CH:8]=[C:7]2[C:3]=1[C:4]([C:11]([NH:13][CH2:14][CH:15]1[CH2:20][CH2:19][C:18]([F:21])([F:22])[CH2:17][CH2:16]1)=[O:12])=[CH:5][N:6]2[CH2:24][C@@H:25]1[CH2:29][CH2:28][CH2:27][NH:26]1.